Dataset: Full USPTO retrosynthesis dataset with 1.9M reactions from patents (1976-2016). Task: Predict the reactants needed to synthesize the given product. (1) The reactants are: CS[C:3]1[C:4]2[NH:11][N:10]=[CH:9][C:5]=2[N:6]=[CH:7][N:8]=1.[Cl:12][C:13]1[CH:14]=[C:15]([CH:17]=[CH:18][C:19]=1[O:20][CH2:21][C:22]1[CH:27]=[CH:26][CH:25]=[C:24]([F:28])[CH:23]=1)[NH2:16].Cl.N1C=CC=CC=1. Given the product [Cl:12][C:13]1[CH:14]=[C:15]([NH:16][C:3]2[C:4]3[NH:11][N:10]=[CH:9][C:5]=3[N:6]=[CH:7][N:8]=2)[CH:17]=[CH:18][C:19]=1[O:20][CH2:21][C:22]1[CH:27]=[CH:26][CH:25]=[C:24]([F:28])[CH:23]=1, predict the reactants needed to synthesize it. (2) Given the product [Cl:1][C:2]1[C:7]([N+:8]([O-:10])=[O:9])=[C:6]([NH2:20])[CH:5]=[C:4]([C:12]2[C:17]([Cl:18])=[CH:16][CH:15]=[CH:14][C:13]=2[Cl:19])[N:3]=1, predict the reactants needed to synthesize it. The reactants are: [Cl:1][C:2]1[C:7]([N+:8]([O-:10])=[O:9])=[C:6](Cl)[CH:5]=[C:4]([C:12]2[C:17]([Cl:18])=[CH:16][CH:15]=[CH:14][C:13]=2[Cl:19])[N:3]=1.[NH3:20].